From a dataset of NCI-60 drug combinations with 297,098 pairs across 59 cell lines. Regression. Given two drug SMILES strings and cell line genomic features, predict the synergy score measuring deviation from expected non-interaction effect. (1) Drug 1: CS(=O)(=O)CCNCC1=CC=C(O1)C2=CC3=C(C=C2)N=CN=C3NC4=CC(=C(C=C4)OCC5=CC(=CC=C5)F)Cl. Drug 2: CN(CCCl)CCCl.Cl. Cell line: 786-0. Synergy scores: CSS=17.9, Synergy_ZIP=-7.06, Synergy_Bliss=-1.30, Synergy_Loewe=-0.665, Synergy_HSA=-0.129. (2) Drug 1: C1=CN(C(=O)N=C1N)C2C(C(C(O2)CO)O)O.Cl. Drug 2: C1C(C(OC1N2C=NC3=C(N=C(N=C32)Cl)N)CO)O. Cell line: UACC62. Synergy scores: CSS=53.2, Synergy_ZIP=0.975, Synergy_Bliss=0.295, Synergy_Loewe=2.15, Synergy_HSA=4.09.